From a dataset of Forward reaction prediction with 1.9M reactions from USPTO patents (1976-2016). Predict the product of the given reaction. (1) Given the reactants N[C:2]1C=C(Br)C=CC=1C(OC)=O.[Br:13][C:14]1[CH:22]=[CH:21][C:17]([C:18]([OH:20])=[O:19])=[C:16]([N+:23]([O-:25])=[O:24])[CH:15]=1.N1(C2CCCCCCCCCC2)CCCNCCCCCC1.CI, predict the reaction product. The product is: [Br:13][C:14]1[CH:22]=[CH:21][C:17]([C:18]([O:20][CH3:2])=[O:19])=[C:16]([N+:23]([O-:25])=[O:24])[CH:15]=1. (2) Given the reactants [CH2:1]([N:4]1[C:12]2[CH:11]=[CH:10][C:9]([N+:13]([O-])=O)=[CH:8][C:7]=2[CH:6]2[CH2:16][N:17]([CH:20]3[CH2:25][CH2:24][O:23][CH2:22][CH2:21]3)[CH2:18][CH2:19][CH:5]12)[CH:2]=[CH2:3], predict the reaction product. The product is: [CH2:1]([N:4]1[C:12]2[CH:11]=[CH:10][C:9]([NH2:13])=[CH:8][C:7]=2[C:6]2[CH2:16][N:17]([CH:20]3[CH2:25][CH2:24][O:23][CH2:22][CH2:21]3)[CH2:18][CH2:19][C:5]1=2)[CH2:2][CH3:3].